From a dataset of Full USPTO retrosynthesis dataset with 1.9M reactions from patents (1976-2016). Predict the reactants needed to synthesize the given product. (1) Given the product [ClH:2].[Cl:2][C:3]1[CH:4]=[CH:5][C:6]2[NH:10][C:9](=[O:11])[N:8]([CH:12]3[CH2:17][CH2:16][N:15]([CH:23]4[CH2:24][CH2:25][O:20][CH2:21][CH2:22]4)[CH2:14][CH2:13]3)[C:7]=2[CH:18]=1, predict the reactants needed to synthesize it. The reactants are: Cl.[Cl:2][C:3]1[C:4](F)=[CH:5][C:6]2[NH:10][C:9](=[O:11])[N:8]([CH:12]3[CH2:17][CH2:16][NH:15][CH2:14][CH2:13]3)[C:7]=2[CH:18]=1.[O:20]1[CH2:25][CH2:24][C:23](=O)[CH2:22][CH2:21]1.[BH3-]C#N.[Na+]. (2) Given the product [NH3:12].[CH3:2][OH:3].[CH3:1][C:2]1([CH3:23])[O:7][CH:6]([CH2:8][S:9][CH3:10])[CH:5]([CH2:11][NH2:12])[CH2:4][O:3]1, predict the reactants needed to synthesize it. The reactants are: [CH3:1][C:2]1([CH3:23])[O:7][CH:6]([CH2:8][S:9][CH3:10])[CH:5]([CH2:11][NH:12]C(=O)OCC2C=CC=CC=2)[CH2:4][O:3]1.[OH-].[K+]. (3) The reactants are: [NH:1]1[CH2:6][CH2:5][CH:4]([N:7]2[C:15]3[C:10](=[N:11][CH:12]=[CH:13][CH:14]=3)[NH:9][C:8]2=[O:16])[CH2:3][CH2:2]1.Cl[C:18]1[CH:23]=[C:22]([C:24]([C:26]2[CH:36]=[C:35]([CH3:37])[C:29]3[N:30]([CH3:34])[C:31](=[O:33])[O:32][C:28]=3[CH:27]=2)=[O:25])[C:21]([CH3:38])=[CH:20][N:19]=1. Given the product [CH3:34][N:30]1[C:29]2[C:35]([CH3:37])=[CH:36][C:26]([C:24]([C:22]3[C:21]([CH3:38])=[CH:20][N:19]=[C:18]([N:1]4[CH2:2][CH2:3][CH:4]([N:7]5[C:15]6[C:10](=[N:11][CH:12]=[CH:13][CH:14]=6)[NH:9][C:8]5=[O:16])[CH2:5][CH2:6]4)[CH:23]=3)=[O:25])=[CH:27][C:28]=2[O:32][C:31]1=[O:33], predict the reactants needed to synthesize it. (4) The reactants are: [F:1][C:2]1[C:3]([CH3:12])=[CH:4][C:5]([N+:9]([O-:11])=[O:10])=[C:6]([OH:8])[CH:7]=1.[C:13](=O)([O-])[O-].[K+].[K+].IC.O. Given the product [F:1][C:2]1[CH:7]=[C:6]([O:8][CH3:13])[C:5]([N+:9]([O-:11])=[O:10])=[CH:4][C:3]=1[CH3:12], predict the reactants needed to synthesize it. (5) Given the product [Cl:19][C:11]1[C:12]([N:14]2[CH2:18][CH2:17][CH2:16][CH2:15]2)=[CH:13][C:8]2[N:7]=[C:23]([C:24]3[CH:29]=[CH:28][CH:27]=[C:26]([N:30]4[C:34]([CH2:35][OH:36])=[CH:33][N:32]=[N:31]4)[CH:25]=3)[CH2:22][C:21](=[O:44])[NH:20][C:9]=2[CH:10]=1, predict the reactants needed to synthesize it. The reactants are: C(OC(=O)[NH:7][C:8]1[CH:13]=[C:12]([N:14]2[CH2:18][CH2:17][CH2:16][CH2:15]2)[C:11]([Cl:19])=[CH:10][C:9]=1[NH:20][C:21](=[O:44])[CH2:22][C:23](=O)[C:24]1[CH:29]=[CH:28][CH:27]=[C:26]([N:30]2[C:34]([CH2:35][O:36]C3CCCCO3)=[CH:33][N:32]=[N:31]2)[CH:25]=1)(C)(C)C.C(O)(C(F)(F)F)=O.